From a dataset of Full USPTO retrosynthesis dataset with 1.9M reactions from patents (1976-2016). Predict the reactants needed to synthesize the given product. (1) The reactants are: [CH3:1][C:2]1[N:3]=[C:4]([NH:7][C:8]2[CH:13]=[C:12]([O:14][C:15]3[CH:23]=[CH:22][CH:21]=[CH:20][C:16]=3[C:17]([OH:19])=O)[CH:11]=[CH:10][N:9]=2)[S:5][CH:6]=1.C(N(CC)CC)C.[Cl:31]C(OCC)=O.[CH:37]([NH:40][CH2:41][CH2:42][NH2:43])([CH3:39])[CH3:38]. Given the product [ClH:31].[ClH:31].[CH:37]([NH:40][CH2:41][CH2:42][NH:43][C:17](=[O:19])[C:16]1[CH:20]=[CH:21][CH:22]=[CH:23][C:15]=1[O:14][C:12]1[CH:11]=[CH:10][N:9]=[C:8]([NH:7][C:4]2[S:5][CH:6]=[C:2]([CH3:1])[N:3]=2)[CH:13]=1)([CH3:39])[CH3:38], predict the reactants needed to synthesize it. (2) Given the product [CH3:1][C:2]1[C:11]2[C:6](=[C:7]([C:12]([OH:14])([CH3:15])[CH3:13])[CH:8]=[CH:9][CH:10]=2)[CH2:5][CH2:4][N:3]=1, predict the reactants needed to synthesize it. The reactants are: [CH3:1][C:2]1[C:11]2[C:6](=[C:7]([C:12](=[O:14])[CH3:13])[CH:8]=[CH:9][CH:10]=2)[CH2:5][CH2:4][N:3]=1.[CH3:15][Mg+].[Br-].